From a dataset of Catalyst prediction with 721,799 reactions and 888 catalyst types from USPTO. Predict which catalyst facilitates the given reaction. (1) Reactant: [O:1]1[CH2:6][CH2:5][N:4]([CH:7]2[CH2:12][CH2:11][N:10]([C:13]3[O:14][CH2:15][C:16](=[O:23])[C:17]=3[C:18]([O:20][CH2:21][CH3:22])=[O:19])[CH2:9][CH2:8]2)[CH2:3][CH2:2]1.[NH:24]1[C:32]2[C:27](=[CH:28][CH:29]=[CH:30][N:31]=2)[C:26]([CH:33]=O)=[CH:25]1.N1CCCCC1. Product: [NH:24]1[C:32]2=[N:31][CH:30]=[CH:29][CH:28]=[C:27]2[C:26]([CH:33]=[C:15]2[O:14][C:13]([N:10]3[CH2:9][CH2:8][CH:7]([N:4]4[CH2:5][CH2:6][O:1][CH2:2][CH2:3]4)[CH2:12][CH2:11]3)=[C:17]([C:18]([O:20][CH2:21][CH3:22])=[O:19])[C:16]2=[O:23])=[CH:25]1. The catalyst class is: 8. (2) Reactant: [CH3:1][N:2]1[CH:6]=[CH:5][C:4]([C:7]([OH:9])=O)=[C:3]1[CH3:10].ClC(N(C)C)=C(C)C.[CH2:19]([O:26][C:27]1[CH:34]=[CH:33][C:30]([NH:31][CH3:32])=[CH:29][CH:28]=1)[C:20]1[CH:25]=[CH:24][CH:23]=[CH:22][CH:21]=1. Product: [CH2:19]([O:26][C:27]1[CH:28]=[CH:29][C:30]([N:31]([CH3:32])[C:7]([C:4]2[CH:5]=[CH:6][N:2]([CH3:1])[C:3]=2[CH3:10])=[O:9])=[CH:33][CH:34]=1)[C:20]1[CH:21]=[CH:22][CH:23]=[CH:24][CH:25]=1. The catalyst class is: 426.